From a dataset of Peptide-MHC class I binding affinity with 185,985 pairs from IEDB/IMGT. Regression. Given a peptide amino acid sequence and an MHC pseudo amino acid sequence, predict their binding affinity value. This is MHC class I binding data. (1) The peptide sequence is MGYCRARL. The MHC is H-2-Db with pseudo-sequence H-2-Db. The binding affinity (normalized) is 0. (2) The peptide sequence is QVGIFLICK. The MHC is HLA-B40:01 with pseudo-sequence HLA-B40:01. The binding affinity (normalized) is 0.0847. (3) The peptide sequence is LAAPPPQRA. The MHC is HLA-A68:02 with pseudo-sequence HLA-A68:02. The binding affinity (normalized) is 0.191. (4) The peptide sequence is SQAKKPEVRI. The MHC is HLA-A24:02 with pseudo-sequence HLA-A24:02. The binding affinity (normalized) is 0.0410. (5) The peptide sequence is AAGLQDCTMLV. The MHC is HLA-A02:01 with pseudo-sequence HLA-A02:01. The binding affinity (normalized) is 0. (6) The peptide sequence is FLRYLLFGI. The MHC is HLA-B07:02 with pseudo-sequence HLA-B07:02. The binding affinity (normalized) is 0. (7) The peptide sequence is RQILDNAAK. The MHC is HLA-A33:01 with pseudo-sequence HLA-A33:01. The binding affinity (normalized) is 0. (8) The peptide sequence is FVGRYCSPTT. The MHC is HLA-A02:03 with pseudo-sequence HLA-A02:03. The binding affinity (normalized) is 0.0714. (9) The peptide sequence is GPRWPRRMP. The binding affinity (normalized) is 0.0847. The MHC is HLA-A03:01 with pseudo-sequence HLA-A03:01. (10) The peptide sequence is VTYKCPLLV. The MHC is HLA-A01:01 with pseudo-sequence HLA-A01:01. The binding affinity (normalized) is 0.289.